From a dataset of Catalyst prediction with 721,799 reactions and 888 catalyst types from USPTO. Predict which catalyst facilitates the given reaction. (1) Reactant: [F:1][C:2]1[CH:7]=[CH:6][C:5]([C:8]2[CH2:12][CH2:11][CH:10]([NH2:13])[CH:9]=2)=[CH:4][CH:3]=1.[CH2:14]([Zn]CC)C.ICI.[Cl-].[NH4+]. Product: [F:1][C:2]1[CH:3]=[CH:4][C:5]([C:8]23[CH2:14][CH:9]2[CH:10]([NH2:13])[CH2:11][CH2:12]3)=[CH:6][CH:7]=1. The catalyst class is: 452. (2) Reactant: Br.[Br:2][CH2:3][CH2:4][CH2:5][NH2:6].[C:7]1([C:13](Cl)([C:20]2[CH:25]=[CH:24][CH:23]=[CH:22][CH:21]=2)[C:14]2[CH:19]=[CH:18][CH:17]=[CH:16][CH:15]=2)[CH:12]=[CH:11][CH:10]=[CH:9][CH:8]=1.C(N(CC)CC)C. Product: [C:7]1([C:13]([C:14]2[CH:15]=[CH:16][CH:17]=[CH:18][CH:19]=2)([C:20]2[CH:21]=[CH:22][CH:23]=[CH:24][CH:25]=2)[CH:5]([NH2:6])[CH2:4][CH2:3][Br:2])[CH:8]=[CH:9][CH:10]=[CH:11][CH:12]=1. The catalyst class is: 2.